This data is from Reaction yield outcomes from USPTO patents with 853,638 reactions. The task is: Predict the reaction yield, written as a fraction of the theoretical maximum amount of product (1.0 means a 100% yield; for example, 0.34 means a 34% yield). The reactants are C([O-])(O)=O.[Na+].[NH:6]1[C:14]2[C:9](=[CH:10][CH:11]=[CH:12][CH:13]=2)[CH2:8][CH2:7]1.[C:15](Cl)(=[O:17])[CH3:16]. The catalyst is C(Cl)Cl. The product is [N:6]1([C:15](=[O:17])[CH3:16])[C:14]2[C:9](=[CH:10][CH:11]=[CH:12][CH:13]=2)[CH2:8][CH2:7]1. The yield is 1.00.